This data is from Catalyst prediction with 721,799 reactions and 888 catalyst types from USPTO. The task is: Predict which catalyst facilitates the given reaction. (1) Reactant: C([O-])=O.[NH4+].[C:5]([O:9][C:10]([N:12]([C:20]1[S:21][CH2:22][C@@H:23]2[CH2:28][CH2:27][CH2:26][C@:24]2([C:29]2[CH:34]=[C:33]([Cl:35])[CH:32]=[C:31]([N:36]=[N+]=[N-])[CH:30]=2)[N:25]=1)[C:13]([O:15][C:16]([CH3:19])([CH3:18])[CH3:17])=[O:14])=[O:11])([CH3:8])([CH3:7])[CH3:6]. Product: [C:16]([O:15][C:13]([N:12]([C:20]1[S:21][CH2:22][C@@H:23]2[CH2:28][CH2:27][CH2:26][C@:24]2([C:29]2[CH:34]=[C:33]([Cl:35])[CH:32]=[C:31]([NH2:36])[CH:30]=2)[N:25]=1)[C:10]([O:9][C:5]([CH3:8])([CH3:7])[CH3:6])=[O:11])=[O:14])([CH3:17])([CH3:18])[CH3:19]. The catalyst class is: 284. (2) Reactant: [CH:1]1([N:7]2[C:11]([C:12]3[CH:17]=[CH:16][CH:15]=[CH:14][CH:13]=3)=[C:10]([C:18]([O:20][CH2:21][CH3:22])=[O:19])[NH:9][C:8]2=[O:23])[CH2:6][CH2:5][CH2:4][CH2:3][CH2:2]1.F[B-](F)(F)F.[CH2:29]([O+](CC)CC)[CH3:30].C(=O)([O-])O.[Na+]. Product: [CH:1]1([N:7]2[C:11]([C:12]3[CH:17]=[CH:16][CH:15]=[CH:14][CH:13]=3)=[C:10]([C:18]([O:20][CH2:21][CH3:22])=[O:19])[N:9]=[C:8]2[O:23][CH2:29][CH3:30])[CH2:2][CH2:3][CH2:4][CH2:5][CH2:6]1. The catalyst class is: 4.